The task is: Predict the product of the given reaction.. This data is from Forward reaction prediction with 1.9M reactions from USPTO patents (1976-2016). (1) Given the reactants [N:1]1([C:7]([N:9]2[CH2:14][CH:13]([C:15]3[CH:20]=[CH:19][C:18]([O:21][C:22]([F:25])([F:24])[F:23])=[CH:17][CH:16]=3)[CH2:12][CH:11]([C:26](O)=[O:27])[CH2:10]2)=[O:8])[CH2:6][CH2:5][O:4][CH2:3][CH2:2]1.O[NH:30][C:31](=[NH:36])[C:32]([CH3:35])([CH3:34])[CH3:33], predict the reaction product. The product is: [C:32]([C:31]1[N:36]=[C:26]([CH:11]2[CH2:12][CH:13]([C:15]3[CH:20]=[CH:19][C:18]([O:21][C:22]([F:23])([F:25])[F:24])=[CH:17][CH:16]=3)[CH2:14][N:9]([C:7]([N:1]3[CH2:2][CH2:3][O:4][CH2:5][CH2:6]3)=[O:8])[CH2:10]2)[O:27][N:30]=1)([CH3:35])([CH3:34])[CH3:33]. (2) Given the reactants [CH2:1]([O:8][C:9]([N:11]1[CH2:16][CH2:15][N:14]([C:17]2[O:18][C:19]3[CH:25]=[CH:24][CH:23]=[C:22](I)[C:20]=3[N:21]=2)[CH2:13][CH2:12]1)=[O:10])[C:2]1[CH:7]=[CH:6][CH:5]=[CH:4][CH:3]=1.[CH:27]1[CH:32]=[C:31]2[CH:33]=[CH:34][CH:35]=[C:36]([SH:37])[C:30]2=[CH:29][CH:28]=1.C(O)CO.C([O-])([O-])=O.[K+].[K+], predict the reaction product. The product is: [CH2:1]([O:8][C:9]([N:11]1[CH2:16][CH2:15][N:14]([C:17]2[O:18][C:19]3[CH:25]=[CH:24][CH:23]=[C:22]([S:37][C:36]4[C:30]5[C:31](=[CH:32][CH:27]=[CH:28][CH:29]=5)[CH:33]=[CH:34][CH:35]=4)[C:20]=3[N:21]=2)[CH2:13][CH2:12]1)=[O:10])[C:2]1[CH:7]=[CH:6][CH:5]=[CH:4][CH:3]=1. (3) Given the reactants [CH:1]1[C:2](Cl)=[CH:3][C:4]([N+:19]([O-])=O)=[C:5]([OH:18])[C:6]=1[C:7]1[CH:8]=[C:9](Cl)[CH:10]=[C:11]([N+:14]([O-])=O)[C:12]=1[OH:13], predict the reaction product. The product is: [OH:13][C:12]1[C:11]([NH2:14])=[CH:10][CH:9]=[CH:8][C:7]=1[C:6]1[CH:1]=[CH:2][CH:3]=[C:4]([NH2:19])[C:5]=1[OH:18]. (4) Given the reactants C(N(CC)CC)C.[CH:8]([C:10]1[C:18]2[C:13](=[CH:14][C:15]([N:19]3[CH2:24][CH2:23][O:22][CH2:21][CH2:20]3)=[CH:16][CH:17]=2)[N:12](C(OC(C)(C)C)=O)[CH:11]=1)=[O:9].[CH:32](=[N:39][C:40]1[CH:45]=[CH:44][CH:43]=[C:42]([O:46][CH3:47])[CH:41]=1)[C:33]1[CH:38]=[CH:37][CH:36]=[CH:35][CH:34]=1, predict the reaction product. The product is: [CH3:47][O:46][C:42]1[CH:41]=[C:40]([NH:39][CH:32]([C:33]2[CH:38]=[CH:37][CH:36]=[CH:35][CH:34]=2)[C:8]([C:10]2[C:18]3[C:13](=[CH:14][C:15]([N:19]4[CH2:20][CH2:21][O:22][CH2:23][CH2:24]4)=[CH:16][CH:17]=3)[NH:12][CH:11]=2)=[O:9])[CH:45]=[CH:44][CH:43]=1.